From a dataset of Forward reaction prediction with 1.9M reactions from USPTO patents (1976-2016). Predict the product of the given reaction. (1) Given the reactants [C:1]([O:4][CH2:5][C:6]1[C:11]([N:12]2[CH2:24][CH2:23][N:15]3[C:16]4[CH2:17][CH2:18][CH2:19][CH2:20][C:21]=4[CH:22]=[C:14]3[C:13]2=[O:25])=[CH:10][C:9]([F:26])=[CH:8][C:7]=1B1OC(C)(C)C(C)(C)O1)(=[O:3])[CH3:2].Br[C:37]1[N:38]=[C:39]([NH:45][C:46]2[CH:47]=[C:48]3[C:53](=[CH:54][CH:55]=2)[CH2:52][N:51]([CH3:56])[CH2:50][CH2:49]3)[C:40](=[O:44])[N:41]([CH3:43])[CH:42]=1, predict the reaction product. The product is: [C:1]([O:4][CH2:5][C:6]1[C:11]([N:12]2[CH2:24][CH2:23][N:15]3[C:16]4[CH2:17][CH2:18][CH2:19][CH2:20][C:21]=4[CH:22]=[C:14]3[C:13]2=[O:25])=[CH:10][C:9]([F:26])=[CH:8][C:7]=1[C:37]1[N:38]=[C:39]([NH:45][C:46]2[CH:47]=[C:48]3[C:53](=[CH:54][CH:55]=2)[CH2:52][N:51]([CH3:56])[CH2:50][CH2:49]3)[C:40](=[O:44])[N:41]([CH3:43])[CH:42]=1)(=[O:3])[CH3:2]. (2) The product is: [C:34]([O:38][C:39]([NH:1][CH2:4][CH2:5][N:6]1[CH2:11][CH2:10][N:9]([C:12]2[CH:17]=[CH:16][C:15]([N+:18]([O-:20])=[O:19])=[CH:14][CH:13]=2)[CH2:8][CH2:7]1)=[O:40])([CH3:37])([CH3:36])[CH3:35]. Given the reactants [N:1]([CH2:4][CH2:5][N:6]1[CH2:11][CH2:10][N:9]([C:12]2[CH:17]=[CH:16][C:15]([N+:18]([O-:20])=[O:19])=[CH:14][CH:13]=2)[CH2:8][CH2:7]1)=[N+]=[N-].C(P(CCCC)CCCC)CCC.[C:34]([O:38][C:39](O[C:39]([O:38][C:34]([CH3:37])([CH3:36])[CH3:35])=[O:40])=[O:40])([CH3:37])([CH3:36])[CH3:35].C(=O)([O-])O.[Na+], predict the reaction product. (3) The product is: [CH2:31]([S:30][C:20]1[CH:21]=[C:22]([S:25][C:26]([F:29])([F:27])[F:28])[CH:23]=[CH:24][C:19]=1[C:3]1[N:2]([CH3:1])[C:6]2=[N:7][CH:8]=[C:9]([C:11]([F:17])([F:16])[C:12]([F:15])([F:14])[F:13])[CH:10]=[C:5]2[N:4]=1)[CH3:32]. Given the reactants [CH3:1][N:2]1[C:6]2=[N:7][CH:8]=[C:9]([C:11]([F:17])([F:16])[C:12]([F:15])([F:14])[F:13])[CH:10]=[C:5]2[N:4]=[CH:3]1.Br[C:19]1[CH:24]=[CH:23][C:22]([S:25][C:26]([F:29])([F:28])[F:27])=[CH:21][C:20]=1[S:30][CH2:31][CH3:32].C(=O)([O-])[O-].[K+].[K+].C1(C)C=CC=CC=1, predict the reaction product. (4) Given the reactants [Br:1][C:2]1[CH:7]=[CH:6][C:5]([C@H:8]([NH:14][C@@H:15]([CH2:19][CH:20]([CH3:22])[CH3:21])[C:16]([OH:18])=O)[C:9]2[S:10][CH:11]=[CH:12][N:13]=2)=[CH:4][CH:3]=1.[NH2:23][C:24]1([C:27]#[N:28])[CH2:26][CH2:25]1.CN(C(ON1N=NC2C=CC=NC1=2)=[N+](C)C)C.F[P-](F)(F)(F)(F)F.C(NC(C)C)(C)C.BrC1C=CC=CC=1[Li].S1C=CN=C1.CC(C)CC(N)C12OCC(C)(CO1)CO2.N[C@H](C(O)=O)CC(C)C, predict the reaction product. The product is: [C:27]([C:24]1([NH:23][C:16](=[O:18])[CH:15]([NH:14][C@@H:8]([C:5]2[CH:4]=[CH:3][C:2]([Br:1])=[CH:7][CH:6]=2)[C:9]2[S:10][CH:11]=[CH:12][N:13]=2)[CH2:19][CH:20]([CH3:22])[CH3:21])[CH2:26][CH2:25]1)#[N:28]. (5) Given the reactants [C:1]([N:4]1[CH2:9][CH2:8][N:7]([C:10]2[CH:11]=[C:12]([CH3:31])[C:13]3[N:17]=[C:16]([C:18]4[C:19](=O)[NH:20][C:21]5[C:26]([C:27]=4Cl)=[CH:25][CH:24]=[CH:23][CH:22]=5)[NH:15][C:14]=3[CH:30]=2)[CH2:6][CH2:5]1)(=[O:3])[CH3:2].C(N1CCN(C2C=C(C)C3N=C(C4C(=O)C5C(=CC=CC=5)NC=4Cl)NC=3C=2)CC1)(=[O:34])C.CN1CCOCC1.[Cl:70][C:71]1[CH:72]=[C:73]([C@H:77]([OH:80])[CH2:78][NH2:79])[CH:74]=[CH:75][CH:76]=1.C(N1CCN(C2C=C(C)C3N=C(C4C(=O)NC5C(C=4NC[C@H](C4C=CC=C(Cl)C=4)O)=CC=CC=5)NC=3C=2)CC1)(=O)C.N1C2C(=CC=CC=2)C(=O)C=C1, predict the reaction product. The product is: [C:1]([N:4]1[CH2:5][CH2:6][N:7]([C:10]2[CH:11]=[C:12]([CH3:31])[C:13]3[N:17]=[C:16]([C:18]4[C:27](=[O:34])[C:26]5[C:21](=[CH:22][CH:23]=[CH:24][CH:25]=5)[NH:20][C:19]=4[NH:79][CH2:78][C@H:77]([C:73]4[CH:74]=[CH:75][CH:76]=[C:71]([Cl:70])[CH:72]=4)[OH:80])[NH:15][C:14]=3[CH:30]=2)[CH2:8][CH2:9]1)(=[O:3])[CH3:2]. (6) Given the reactants [Cl:1][C:2]1[CH:3]=[C:4]([C:8]2[N:13]=[C:12]([C:14]([OH:16])=O)[CH:11]=[CH:10][CH:9]=2)[CH:5]=[CH:6][CH:7]=1.[CH:17]1([NH2:23])[CH2:22][CH2:21][CH2:20][CH2:19][CH2:18]1, predict the reaction product. The product is: [CH:17]1([NH:23][C:14]([C:12]2[CH:11]=[CH:10][CH:9]=[C:8]([C:4]3[CH:5]=[CH:6][CH:7]=[C:2]([Cl:1])[CH:3]=3)[N:13]=2)=[O:16])[CH2:22][CH2:21][CH2:20][CH2:19][CH2:18]1. (7) Given the reactants [C:1]([O:5][CH:6]([C:11]1[C:12]([C:21]2[CH:22]=[C:23]3[C:28](=[CH:29][CH:30]=2)[O:27][CH2:26][CH2:25][CH2:24]3)=[C:13]2[CH:20]=[CH:19][NH:18][C:14]2=[N:15][C:16]=1[CH3:17])[C:7]([O:9]C)=[O:8])([CH3:4])([CH3:3])[CH3:2].[F:31][C:32]([F:43])([F:42])[O:33][C:34]1[CH:35]=[C:36]([CH:39]=[CH:40][CH:41]=1)[CH2:37]Br, predict the reaction product. The product is: [C:1]([O:5][CH:6]([C:11]1[C:12]([C:21]2[CH:22]=[C:23]3[C:28](=[CH:29][CH:30]=2)[O:27][CH2:26][CH2:25][CH2:24]3)=[C:13]2[CH:20]=[CH:19][N:18]([CH2:37][C:36]3[CH:39]=[CH:40][CH:41]=[C:34]([O:33][C:32]([F:43])([F:42])[F:31])[CH:35]=3)[C:14]2=[N:15][C:16]=1[CH3:17])[C:7]([OH:9])=[O:8])([CH3:4])([CH3:2])[CH3:3].